This data is from Full USPTO retrosynthesis dataset with 1.9M reactions from patents (1976-2016). The task is: Predict the reactants needed to synthesize the given product. (1) Given the product [CH3:7][C:8]1[CH:14]=[C:13]([NH:6][C:2]([CH3:1])=[CH:3][C:4]#[N:5])[CH:12]=[CH:10][CH:9]=1, predict the reactants needed to synthesize it. The reactants are: [CH3:1]/[C:2](/[NH2:6])=[CH:3]\[C:4]#[N:5].[CH3:7][C:8]1[CH:9]=[C:10]([CH:12]=[CH:13][CH:14]=1)N.C(O)(=O)C. (2) Given the product [Cl:1][C:2]1[CH:3]=[CH:4][C:5]2[N:6]=[C:7]([N:17]3[CH2:20][CH:19]([N:21]([CH3:29])[C:22](=[O:28])[O:23][C:24]([CH3:25])([CH3:26])[CH3:27])[CH2:18]3)[C:8]3[N:9]([CH:12]=[N:13][N:14]=3)[C:10]=2[N:11]=1, predict the reactants needed to synthesize it. The reactants are: [Cl:1][C:2]1[CH:3]=[CH:4][C:5]2[N:6]=[C:7](Cl)[C:8]3[N:9]([CH:12]=[N:13][N:14]=3)[C:10]=2[N:11]=1.Cl.[NH:17]1[CH2:20][CH:19]([N:21]([CH3:29])[C:22](=[O:28])[O:23][C:24]([CH3:27])([CH3:26])[CH3:25])[CH2:18]1. (3) Given the product [CH:1]1([NH:4][C:5]([C:7]2[CH:12]=[C:11]([F:13])[C:10]([CH3:14])=[C:9]([C:15]3[C:16]([C:29]([OH:31])=[O:30])=[CH:17][C:18]([C:21]([NH:23][CH2:24][C:25]([CH3:27])([CH3:26])[CH3:28])=[O:22])=[CH:19][CH:20]=3)[CH:8]=2)=[O:6])[CH2:3][CH2:2]1, predict the reactants needed to synthesize it. The reactants are: [CH:1]1([NH:4][C:5]([C:7]2[CH:8]=[C:9]([C:15]3[CH:20]=[CH:19][C:18]([C:21]([NH:23][CH2:24][C:25]([CH3:28])([CH3:27])[CH3:26])=[O:22])=[CH:17][C:16]=3[CH:29]=[O:30])[C:10]([CH3:14])=[C:11]([F:13])[CH:12]=2)=[O:6])[CH2:3][CH2:2]1.[O-:31][Mn](=O)(=O)=O.[K+]. (4) Given the product [NH2:2][C:67](=[O:68])[CH2:66][C:65]1[C:60]([CH2:59][CH2:58][C:56]2[C:55]([C:70]([F:72])([F:73])[F:71])=[CH:54][N:53]=[C:52]([NH:51][C:48]3[CH:47]=[CH:46][C:45]([CH:41]4[CH2:42][CH2:43][CH2:44][N:39]([C:37]([O:36][C:32]([CH3:34])([CH3:33])[CH3:35])=[O:38])[CH2:40]4)=[CH:50][CH:49]=3)[N:57]=2)=[N:61][CH:62]=[CH:63][CH:64]=1, predict the reactants needed to synthesize it. The reactants are: O[N:2]1C2C=CC=CC=2N=N1.CCN=C=NCCCN(C)C.Cl.C(N(CC)C(C)C)(C)C.[C:32]([O:36][C:37]([N:39]1[CH2:44][CH2:43][CH2:42][CH:41]([C:45]2[CH:50]=[CH:49][C:48]([NH:51][C:52]3[N:57]=[C:56]([CH2:58][CH2:59][C:60]4[C:65]([CH2:66][C:67](O)=[O:68])=[CH:64][CH:63]=[CH:62][N:61]=4)[C:55]([C:70]([F:73])([F:72])[F:71])=[CH:54][N:53]=3)=[CH:47][CH:46]=2)[CH2:40]1)=[O:38])([CH3:35])([CH3:34])[CH3:33].C(=O)([O-])[O-].[NH4+].[NH4+].